From a dataset of NCI-60 drug combinations with 297,098 pairs across 59 cell lines. Regression. Given two drug SMILES strings and cell line genomic features, predict the synergy score measuring deviation from expected non-interaction effect. (1) Drug 1: C1CN1P(=S)(N2CC2)N3CC3. Drug 2: CNC(=O)C1=NC=CC(=C1)OC2=CC=C(C=C2)NC(=O)NC3=CC(=C(C=C3)Cl)C(F)(F)F. Cell line: PC-3. Synergy scores: CSS=10.2, Synergy_ZIP=-2.41, Synergy_Bliss=-2.35, Synergy_Loewe=-4.10, Synergy_HSA=-2.32. (2) Drug 1: C1=CC(=CC=C1CCC2=CNC3=C2C(=O)NC(=N3)N)C(=O)NC(CCC(=O)O)C(=O)O. Drug 2: CC(C1=C(C=CC(=C1Cl)F)Cl)OC2=C(N=CC(=C2)C3=CN(N=C3)C4CCNCC4)N. Cell line: OVCAR-4. Synergy scores: CSS=19.3, Synergy_ZIP=2.82, Synergy_Bliss=-0.459, Synergy_Loewe=-16.1, Synergy_HSA=-0.894. (3) Drug 1: C1CN(P(=O)(OC1)NCCCl)CCCl. Drug 2: CCC1(C2=C(COC1=O)C(=O)N3CC4=CC5=C(C=CC(=C5CN(C)C)O)N=C4C3=C2)O.Cl. Cell line: UO-31. Synergy scores: CSS=26.2, Synergy_ZIP=-8.80, Synergy_Bliss=-3.23, Synergy_Loewe=-84.3, Synergy_HSA=-1.60. (4) Drug 1: CCC1(CC2CC(C3=C(CCN(C2)C1)C4=CC=CC=C4N3)(C5=C(C=C6C(=C5)C78CCN9C7C(C=CC9)(C(C(C8N6C)(C(=O)OC)O)OC(=O)C)CC)OC)C(=O)OC)O.OS(=O)(=O)O. Drug 2: CC1CCC2CC(C(=CC=CC=CC(CC(C(=O)C(C(C(=CC(C(=O)CC(OC(=O)C3CCCCN3C(=O)C(=O)C1(O2)O)C(C)CC4CCC(C(C4)OC)O)C)C)O)OC)C)C)C)OC. Cell line: SK-MEL-28. Synergy scores: CSS=9.29, Synergy_ZIP=-0.716, Synergy_Bliss=0.467, Synergy_Loewe=-1.60, Synergy_HSA=-1.63. (5) Drug 1: C1=CC(=CC=C1C#N)C(C2=CC=C(C=C2)C#N)N3C=NC=N3. Drug 2: CC1CCC2CC(C(=CC=CC=CC(CC(C(=O)C(C(C(=CC(C(=O)CC(OC(=O)C3CCCCN3C(=O)C(=O)C1(O2)O)C(C)CC4CCC(C(C4)OC)OCCO)C)C)O)OC)C)C)C)OC. Cell line: OVCAR3. Synergy scores: CSS=-0.430, Synergy_ZIP=-0.359, Synergy_Bliss=-4.12, Synergy_Loewe=-1.78, Synergy_HSA=-3.48. (6) Drug 1: C1=CC(=CC=C1C#N)C(C2=CC=C(C=C2)C#N)N3C=NC=N3. Drug 2: C1=NC2=C(N=C(N=C2N1C3C(C(C(O3)CO)O)F)Cl)N. Cell line: HCC-2998. Synergy scores: CSS=24.6, Synergy_ZIP=1.90, Synergy_Bliss=2.25, Synergy_Loewe=-18.0, Synergy_HSA=1.15. (7) Drug 1: C1CCC(C1)C(CC#N)N2C=C(C=N2)C3=C4C=CNC4=NC=N3. Drug 2: CS(=O)(=O)C1=CC(=C(C=C1)C(=O)NC2=CC(=C(C=C2)Cl)C3=CC=CC=N3)Cl. Cell line: U251. Synergy scores: CSS=1.26, Synergy_ZIP=-2.04, Synergy_Bliss=-2.18, Synergy_Loewe=-3.49, Synergy_HSA=-1.96.